Dataset: Full USPTO retrosynthesis dataset with 1.9M reactions from patents (1976-2016). Task: Predict the reactants needed to synthesize the given product. (1) The reactants are: Cl[C:2]1[N:7]=[C:6]2[CH:8]=[CH:9][S:10][C:5]2=[CH:4][C:3]=1[CH:11]=[O:12].[C:13]1(B(O)O)[CH:18]=[CH:17][CH:16]=[CH:15][CH:14]=1.C([O-])([O-])=O.[K+].[K+]. Given the product [C:13]1([C:2]2[N:7]=[C:6]3[CH:8]=[CH:9][S:10][C:5]3=[CH:4][C:3]=2[CH:11]=[O:12])[CH:18]=[CH:17][CH:16]=[CH:15][CH:14]=1, predict the reactants needed to synthesize it. (2) Given the product [CH3:22][N:17]([C:12]1[CH:13]=[CH:14][CH:15]=[CH:16][C:11]=1[C:10]1[N:4]2[C:5]([CH:6]=[N:7][C:2]([NH:35][C:32]3[CH:31]=[CH:30][C:29]([C:25]4[CH:24]=[N:23][CH:28]=[CH:27][CH:26]=4)=[CH:34][CH:33]=3)=[N:3]2)=[CH:8][CH:9]=1)[S:18]([CH3:21])(=[O:20])=[O:19], predict the reactants needed to synthesize it. The reactants are: O[C:2]1[N:7]=[CH:6][C:5]2=[CH:8][CH:9]=[C:10]([C:11]3[CH:16]=[CH:15][CH:14]=[CH:13][C:12]=3[N:17]([CH3:22])[S:18]([CH3:21])(=[O:20])=[O:19])[N:4]2[N:3]=1.[N:23]1[CH:28]=[CH:27][CH:26]=[C:25]([C:29]2[CH:34]=[CH:33][C:32]([NH2:35])=[CH:31][CH:30]=2)[CH:24]=1. (3) Given the product [CH3:32][O:31][C:29](=[O:30])[CH2:28][CH2:27][CH:26]1[C:20]2[CH:19]=[CH:18][C:17]([O:6][S:3]([C:2]([F:15])([F:14])[F:1])(=[O:5])=[O:4])=[CH:40][C:21]=2[CH2:22][CH2:23][CH2:24][N:25]1[C:33]([O:35][C:36]([CH3:38])([CH3:37])[CH3:39])=[O:34], predict the reactants needed to synthesize it. The reactants are: [F:1][C:2]([F:15])([F:14])[S:3]([O:6]S(C(F)(F)F)(=O)=O)(=[O:5])=[O:4].O[C:17]1[CH:18]=[CH:19][C:20]2[CH:26]([CH2:27][CH2:28][C:29]([O:31][CH3:32])=[O:30])[N:25]([C:33]([O:35][C:36]([CH3:39])([CH3:38])[CH3:37])=[O:34])[CH2:24][CH2:23][CH2:22][C:21]=2[CH:40]=1.CCOCC. (4) Given the product [CH2:14]([N:21]1[C@H:26]([CH3:27])[CH2:25][CH:24]([NH:1][C:2]2[C:3]([CH3:13])=[C:4]([CH:9]=[C:10]([F:12])[CH:11]=2)[C:5]([O:7][CH3:8])=[O:6])[CH2:23][C@H:22]1[CH3:29])[C:15]1[CH:20]=[CH:19][CH:18]=[CH:17][CH:16]=1, predict the reactants needed to synthesize it. The reactants are: [NH2:1][C:2]1[C:3]([CH3:13])=[C:4]([CH:9]=[C:10]([F:12])[CH:11]=1)[C:5]([O:7][CH3:8])=[O:6].[CH2:14]([N:21]1[C@@H:26]([CH3:27])[CH2:25][C:24](=O)[CH2:23][C@H:22]1[CH3:29])[C:15]1[CH:20]=[CH:19][CH:18]=[CH:17][CH:16]=1.C(O[BH-](OC(=O)C)OC(=O)C)(=O)C.[Na+].C([O-])(O)=O.[Na+].